Dataset: NCI-60 drug combinations with 297,098 pairs across 59 cell lines. Task: Regression. Given two drug SMILES strings and cell line genomic features, predict the synergy score measuring deviation from expected non-interaction effect. (1) Drug 1: CCC1(CC2CC(C3=C(CCN(C2)C1)C4=CC=CC=C4N3)(C5=C(C=C6C(=C5)C78CCN9C7C(C=CC9)(C(C(C8N6C=O)(C(=O)OC)O)OC(=O)C)CC)OC)C(=O)OC)O.OS(=O)(=O)O. Drug 2: C1=CN(C=N1)CC(O)(P(=O)(O)O)P(=O)(O)O. Cell line: IGROV1. Synergy scores: CSS=-0.862, Synergy_ZIP=-0.373, Synergy_Bliss=-1.91, Synergy_Loewe=-2.03, Synergy_HSA=-2.12. (2) Drug 1: C1=CC=C(C=C1)NC(=O)CCCCCCC(=O)NO. Drug 2: CC1CCCC2(C(O2)CC(NC(=O)CC(C(C(=O)C(C1O)C)(C)C)O)C(=CC3=CSC(=N3)C)C)C. Cell line: SN12C. Synergy scores: CSS=36.5, Synergy_ZIP=-0.843, Synergy_Bliss=-2.51, Synergy_Loewe=-3.09, Synergy_HSA=-0.127. (3) Drug 1: C1=CC(=CC=C1CC(C(=O)O)N)N(CCCl)CCCl.Cl. Drug 2: C1CN(P(=O)(OC1)NCCCl)CCCl. Cell line: SR. Synergy scores: CSS=36.9, Synergy_ZIP=-0.560, Synergy_Bliss=-0.963, Synergy_Loewe=-36.2, Synergy_HSA=-0.832. (4) Drug 1: C1=NC2=C(N1)C(=S)N=C(N2)N. Drug 2: CC1=C(C(=O)C2=C(C1=O)N3CC4C(C3(C2COC(=O)N)OC)N4)N. Cell line: MDA-MB-435. Synergy scores: CSS=12.1, Synergy_ZIP=-7.79, Synergy_Bliss=-6.17, Synergy_Loewe=-6.21, Synergy_HSA=-4.38. (5) Drug 1: C1=CC(=CC=C1CCCC(=O)O)N(CCCl)CCCl. Drug 2: CN(C(=O)NC(C=O)C(C(C(CO)O)O)O)N=O. Cell line: NCIH23. Synergy scores: CSS=46.2, Synergy_ZIP=-3.47, Synergy_Bliss=-10.9, Synergy_Loewe=-28.1, Synergy_HSA=-8.86. (6) Drug 1: C1=CN(C=N1)CC(O)(P(=O)(O)O)P(=O)(O)O. Drug 2: COC1=C2C(=CC3=C1OC=C3)C=CC(=O)O2. Cell line: OVCAR-4. Synergy scores: CSS=-4.20, Synergy_ZIP=-0.578, Synergy_Bliss=-5.37, Synergy_Loewe=-5.42, Synergy_HSA=-5.69. (7) Drug 1: C1=CC(=CC=C1CCC2=CNC3=C2C(=O)NC(=N3)N)C(=O)NC(CCC(=O)O)C(=O)O. Drug 2: N.N.Cl[Pt+2]Cl. Cell line: SNB-19. Synergy scores: CSS=27.8, Synergy_ZIP=3.20, Synergy_Bliss=5.03, Synergy_Loewe=-19.1, Synergy_HSA=3.17.